This data is from Forward reaction prediction with 1.9M reactions from USPTO patents (1976-2016). The task is: Predict the product of the given reaction. (1) Given the reactants C1(C)C=CC(S(O)(=O)=O)=CC=1.[CH3:12][O:13][C:14](=[O:24])[C:15]1[CH:20]=[CH:19][C:18]([O:21][CH3:22])=[C:17]([NH2:23])[CH:16]=1.[C:25](#[N:32])[C:26]1[CH:31]=[CH:30][CH:29]=[CH:28][CH:27]=1.C([O-])(O)=O.[Na+].[O-][Cl:39].[Na+], predict the reaction product. The product is: [CH3:12][O:13][C:14](=[O:24])[C:15]1[CH:20]=[CH:19][C:18]([O:21][CH3:22])=[C:17]([NH:23][C:25](=[N:32][Cl:39])[C:26]2[CH:31]=[CH:30][CH:29]=[CH:28][CH:27]=2)[CH:16]=1. (2) Given the reactants [Br:1][C:2]1[CH:3]=[CH:4][C:5]([O:19][CH3:20])=[C:6]2[C:11]=1[N:10]=[C:9]([C:12]1[CH:13]=[N:14][CH:15]=[CH:16][CH:17]=1)[NH:8][C:7]2=O.F[P-](F)(F)(F)(F)F.[N:28]1(O[P+](N(C)C)(N(C)C)N(C)C)[C:32]2C=CC=CC=2N=N1.N12CCCN=C1CCCCC2.CN, predict the reaction product. The product is: [Br:1][C:2]1[CH:3]=[CH:4][C:5]([O:19][CH3:20])=[C:6]2[C:11]=1[N:10]=[C:9]([C:12]1[CH:13]=[N:14][CH:15]=[CH:16][CH:17]=1)[N:8]=[C:7]2[NH:28][CH3:32]. (3) Given the reactants Cl.Cl[CH2:3][C:4]1[N:5]([CH2:9][C:10]2[CH:15]=[C:14]([Cl:16])[CH:13]=[C:12]([Cl:17])[CH:11]=2)[CH:6]=[CH:7][N:8]=1.[C:18]1([CH:25]=[CH:24][CH:23]=[C:21]([OH:22])[CH:20]=1)[OH:19].C([O-])([O-])=O.[K+].[K+].Cl, predict the reaction product. The product is: [Cl:17][C:12]1[CH:11]=[C:10]([CH:15]=[C:14]([Cl:16])[CH:13]=1)[CH2:9][N:5]1[CH:6]=[CH:7][N:8]=[C:4]1[CH2:3][O:19][C:18]1[CH:20]=[C:21]([OH:22])[CH:23]=[CH:24][CH:25]=1. (4) Given the reactants [C:1]([O:5][C:6]([C:8]1[C:12]([CH3:13])=[C:11]([C:14](=[O:24])[NH:15][CH2:16][CH2:17][CH2:18][CH2:19][CH2:20][CH2:21][CH2:22][CH3:23])[S:10][C:9]=1[NH:25][C:26]([NH:28][CH2:29][CH2:30][CH2:31][CH2:32][CH2:33][CH2:34][CH2:35][CH3:36])=[O:27])=[O:7])([CH3:4])([CH3:3])[CH3:2].[CH2:37](N)[CH2:38][CH2:39][CH2:40][CH2:41][CH2:42]CC, predict the reaction product. The product is: [C:1]([O:5][C:6]([C:8]1[C:12]([CH3:13])=[C:11]([C:14](=[O:24])[NH:15][CH2:16][CH2:17][CH2:18][CH2:19][CH2:20][CH2:21][CH2:22][CH3:23])[S:10][C:9]=1[NH:25][C:26]([NH:28][CH2:29][CH2:30][CH2:31][CH2:32][CH2:33][CH2:34][CH2:35][CH2:36][CH2:37][CH2:38][CH2:39][CH2:40][CH2:41][CH3:42])=[O:27])=[O:7])([CH3:4])([CH3:3])[CH3:2]. (5) Given the reactants [C:1]1([C:7]2([CH2:13]/[CH:14]=[CH:15]/[C:16]([O:18][CH2:19][CH3:20])=[O:17])[CH2:12][CH2:11][CH2:10][CH2:9][CH2:8]2)[CH:6]=[CH:5][CH:4]=[CH:3][CH:2]=1, predict the reaction product. The product is: [C:1]1([C:7]2([CH2:13][CH2:14][CH2:15][C:16]([O:18][CH2:19][CH3:20])=[O:17])[CH2:12][CH2:11][CH2:10][CH2:9][CH2:8]2)[CH:6]=[CH:5][CH:4]=[CH:3][CH:2]=1.